Dataset: Reaction yield outcomes from USPTO patents with 853,638 reactions. Task: Predict the reaction yield, written as a fraction of the theoretical maximum amount of product (1.0 means a 100% yield; for example, 0.34 means a 34% yield). (1) The reactants are [O:1]1[CH2:4][CH:3]([N:5]2[CH:9]=[C:8]([NH2:10])[CH:7]=[N:6]2)[CH2:2]1.C(OC([NH:18][C:19]1[S:23][C:22]([C:24]2[C:29]([F:30])=[CH:28][CH:27]=[CH:26][C:25]=2[F:31])=[N:21][C:20]=1[C:32](O)=[O:33])=O)(C)(C)C.CN(C(ON1N=NC2C=CC=NC1=2)=[N+](C)C)C.F[P-](F)(F)(F)(F)F. No catalyst specified. The product is [NH2:18][C:19]1[S:23][C:22]([C:24]2[C:29]([F:30])=[CH:28][CH:27]=[CH:26][C:25]=2[F:31])=[N:21][C:20]=1[C:32]([NH:10][C:8]1[CH:7]=[N:6][N:5]([CH:3]2[CH2:4][O:1][CH2:2]2)[CH:9]=1)=[O:33]. The yield is 0.0900. (2) The reactants are CCN(C(C)C)C(C)C.[OH:10][CH2:11][C:12]([OH:14])=O.CN(C(ON1N=NC2C=CC=CC1=2)=[N+](C)C)C.[B-](F)(F)(F)F.[N:37]1([C:43]([O:45][C:46]([CH3:49])([CH3:48])[CH3:47])=[O:44])[CH2:42][CH2:41][NH:40][CH2:39][CH2:38]1. The catalyst is C(Cl)Cl. The product is [OH:10][CH2:11][C:12]([N:40]1[CH2:39][CH2:38][N:37]([C:43]([O:45][C:46]([CH3:49])([CH3:48])[CH3:47])=[O:44])[CH2:42][CH2:41]1)=[O:14]. The yield is 0.500. (3) The reactants are Br[CH:2]=[C:3]1[C:9]2[CH:10]=[C:11]([F:14])[CH:12]=[CH:13][C:8]=2[CH2:7][CH2:6][C:5]2[CH:15]=[CH:16][CH:17]=[CH:18][C:4]1=2.[OH:19][C:20]1[CH:21]=[C:22](B(O)O)[CH:23]=[CH:24][CH:25]=1. No catalyst specified. The product is [F:14][C:11]1[CH:12]=[CH:13][C:8]2[CH2:7][CH2:6][C:5]3[CH:15]=[CH:16][CH:17]=[CH:18][C:4]=3[C:3](=[CH:2][C:22]3[CH:21]=[C:20]([OH:19])[CH:25]=[CH:24][CH:23]=3)[C:9]=2[CH:10]=1. The yield is 0.920. (4) The reactants are [CH:1]1([C:7]2[CH:37]=[CH:36][C:10]([CH2:11][O:12][C:13]3[CH:18]=[CH:17][C:16]([C:19]4[N:20]=[C:21]([NH:24][CH2:25][C:26]5[CH:35]=[CH:34][C:29]([C:30]([O:32][CH3:33])=[O:31])=[CH:28][CH:27]=5)[S:22][CH:23]=4)=[CH:15][CH:14]=3)=[CH:9][CH:8]=2)[CH2:6][CH2:5][CH2:4][CH2:3][CH2:2]1.S(OC)(O[CH3:42])(=O)=O.[H-].[Na+].C(OC(C)C)(C)C. The catalyst is CN(C)C=O.O. The product is [CH:1]1([C:7]2[CH:37]=[CH:36][C:10]([CH2:11][O:12][C:13]3[CH:18]=[CH:17][C:16]([C:19]4[N:20]=[C:21]([N:24]([CH2:25][C:26]5[CH:27]=[CH:28][C:29]([C:30]([O:32][CH3:33])=[O:31])=[CH:34][CH:35]=5)[CH3:42])[S:22][CH:23]=4)=[CH:15][CH:14]=3)=[CH:9][CH:8]=2)[CH2:6][CH2:5][CH2:4][CH2:3][CH2:2]1. The yield is 0.837. (5) The reactants are S(C1C=CC(C)=CC=1)(O)(=O)=O.[NH2:12][C@@H:13]([CH2:17][C:18]1[CH:23]=[CH:22][C:21]([O:24][C:25](=[O:38])[C:26]([CH3:37])([O:28][C:29](=[O:36])[C:30]2[CH:35]=[CH:34][CH:33]=[CH:32][CH:31]=2)[CH3:27])=[C:20]([O:39][C:40](=[O:53])[C:41]([O:44][C:45](=[O:52])[C:46]2[CH:51]=[CH:50][CH:49]=[CH:48][CH:47]=2)([CH3:43])[CH3:42])[CH:19]=1)[C:14]([OH:16])=[O:15].C(N(CC)CC)C. The catalyst is C(#N)C.O. The product is [NH2:12][C@@H:13]([CH2:17][C:18]1[CH:23]=[CH:22][C:21]([O:24][C:25](=[O:38])[C:26]([CH3:27])([O:28][C:29](=[O:36])[C:30]2[CH:35]=[CH:34][CH:33]=[CH:32][CH:31]=2)[CH3:37])=[C:20]([O:39][C:40](=[O:53])[C:41]([O:44][C:45](=[O:52])[C:46]2[CH:47]=[CH:48][CH:49]=[CH:50][CH:51]=2)([CH3:43])[CH3:42])[CH:19]=1)[C:14]([OH:16])=[O:15]. The yield is 0.810.